From a dataset of Full USPTO retrosynthesis dataset with 1.9M reactions from patents (1976-2016). Predict the reactants needed to synthesize the given product. Given the product [Br:1][C:2]1[C:3]([F:12])=[C:4]2[C:10]([NH:11][C:18]([CH:14]3[CH2:15][CH2:16][CH2:17][O:13]3)=[O:19])=[CH:9][NH:8][C:5]2=[N:6][CH:7]=1, predict the reactants needed to synthesize it. The reactants are: [Br:1][C:2]1[C:3]([F:12])=[C:4]2[C:10]([NH2:11])=[CH:9][NH:8][C:5]2=[N:6][CH:7]=1.[O:13]1[CH2:17][CH2:16][CH2:15][CH:14]1[C:18](O)=[O:19].C(N(CC)CC)C.C1N(P(Cl)(N2C(=O)OCC2)=O)C(=O)OC1.[Li+].[OH-].